From a dataset of Drug-target binding data from BindingDB using IC50 measurements. Regression. Given a target protein amino acid sequence and a drug SMILES string, predict the binding affinity score between them. We predict pIC50 (pIC50 = -log10(IC50 in M); higher means more potent). Dataset: bindingdb_ic50. (1) The small molecule is C[C@]12CC[C@@H]3[C@H]4CC[C@@](C)(O)C[C@H]4CC[C@H]3[C@@H]1CC[C@@H]2C(=O)Cn1cc(C#N)cn1. The target protein (Q9NS61) has sequence MRGQGRKESLSDSRDLDGSYDQLTGHPPGPTKKALKQRFLKLLPCCGPQALPSVSETLAAPASLRPHRPRLLDPDSVDDEFELSTVCHRPEGLEQLQEQTKFTRKELQVLYRGFKNECPSGIVNEENFKQIYSQFFPQGDSSTYATFLFNAFDTNHDGSVSFEDFVAGLSVILRGTVDDRLNWAFNLYDLNKDGCITKEEMLDIMKSIYDMMGKYTYPALREEAPREHVESFFQKMDRNKDGVVTIEEFIESCQKDENIMRSMQLFDNVI. The pIC50 is 4.5. (2) The drug is Nc1ncnc2c1ncn2[C@@H]1O[C@@H]2COP(=O)(O)O[C@H]2[C@H]1O. The target protein sequence is MVLGKPQTDPTLEWFLSHCHIHKYPSKSTLIHAGEKAETLYYIVKGSVAVLIKDEEGKEMILSYLNQGDFIGELGLFEEGQERTAWVRAKTPCEVAEISFKKFRQLIQVNPDILMRLSGQMARRLQVTSQKVGDLAFLDVTGRIAQTLLNLARQPDAMTHPDGMQIKITRQEIGQIVGCSRETVGRILKMLEEQNLISAHGKTIVVYGTR. The pIC50 is 3.9.